This data is from Reaction yield outcomes from USPTO patents with 853,638 reactions. The task is: Predict the reaction yield, written as a fraction of the theoretical maximum amount of product (1.0 means a 100% yield; for example, 0.34 means a 34% yield). (1) The reactants are S(Cl)(Cl)=O.[CH:5]1([CH2:8][C:9]([OH:11])=O)[CH2:7][CH2:6]1.[F:12][C:13]1[CH:18]=[CH:17][CH:16]=[C:15]([O:19][CH3:20])[C:14]=1[CH:21]1[CH2:26][CH2:25][N:24]([C:27]2[CH:32]=[C:31]([NH:33][NH2:34])[N:30]=[CH:29][N:28]=2)[CH2:23][CH2:22]1.C(=O)(O)[O-].[Na+]. The catalyst is C(Cl)Cl.C(OCC)(=O)C.C1COCC1.O. The product is [CH:5]1([CH2:8][C:9]([NH:34][NH:33][C:31]2[CH:32]=[C:27]([N:24]3[CH2:25][CH2:26][CH:21]([C:14]4[C:15]([O:19][CH3:20])=[CH:16][CH:17]=[CH:18][C:13]=4[F:12])[CH2:22][CH2:23]3)[N:28]=[CH:29][N:30]=2)=[O:11])[CH2:6][CH2:7]1. The yield is 0.750. (2) The reactants are [CH3:1][O:2][C:3]1[C:4](C(O)=O)=[CH:5][C:6]2[C:11]([CH:12]=1)=[CH:10][CH:9]=[CH:8][CH:7]=2.CC[N:18]([CH2:21]C)CC.C1C=CC(P(N=[N+]=[N-])(C2C=CC=CC=2)=[O:30])=CC=1.[CH2:40]([OH:47])[C:41]1[CH:46]=[CH:45][CH:44]=[CH:43][CH:42]=1. The catalyst is C1(C)C=CC=CC=1. The product is [C:21]([NH:18][C:5]1[C:6]2[C:11](=[CH:10][CH:9]=[CH:8][CH:7]=2)[CH:12]=[C:3]([O:2][CH3:1])[CH:4]=1)([O:47][CH2:40][C:41]1[CH:46]=[CH:45][CH:44]=[CH:43][CH:42]=1)=[O:30]. The yield is 1.00. (3) The reactants are C1N=CN([C:6](N2C=NC=C2)=[O:7])C=1.[S:13]1[CH:17]=[CH:16][CH:15]=[C:14]1[CH2:18][CH2:19][OH:20].Cl.[NH2:22][CH2:23][CH2:24][CH2:25][N:26]1[C:34](=[O:35])[C:33]2[NH:32][C:31]([Cl:36])=[N:30][C:29]=2[N:28]([CH2:37][CH2:38][CH2:39][CH2:40][CH3:41])[C:27]1=[O:42].CCN(C(C)C)C(C)C. The catalyst is C1COCC1. The product is [Cl:36][C:31]1[NH:32][C:33]2[C:34](=[O:35])[N:26]([CH2:25][CH2:24][CH2:23][NH:22][C:6](=[O:7])[O:20][CH2:19][CH2:18][C:14]3[S:13][CH:17]=[CH:16][CH:15]=3)[C:27](=[O:42])[N:28]([CH2:37][CH2:38][CH2:39][CH2:40][CH3:41])[C:29]=2[N:30]=1. The yield is 0.510. (4) The reactants are [OH:1][NH:2][C:3]([C:5]1[CH:6]=[C:7]([N:11]2[C:17](=[O:18])[CH2:16][C:15](=[O:19])[NH:14][C:13]3[C:20]4[C:25]([CH:26]=[CH:27][C:12]2=3)=[CH:24][CH:23]=[CH:22][CH:21]=4)[CH:8]=[CH:9][CH:10]=1)=[NH:4].N1C=CC=CC=1.[C:34](Cl)(=O)[O:35]C1C=CC=CC=1.C1CCN2C(=NCCC2)CC1. The catalyst is ClCCl.O. The product is [O:35]=[C:34]1[O:1][N:2]=[C:3]([C:5]2[CH:6]=[C:7]([N:11]3[C:17](=[O:18])[CH2:16][C:15](=[O:19])[NH:14][C:13]4[C:20]5[C:25]([CH:26]=[CH:27][C:12]3=4)=[CH:24][CH:23]=[CH:22][CH:21]=5)[CH:8]=[CH:9][CH:10]=2)[NH:4]1. The yield is 0.520. (5) The reactants are Br[C:2]1[S:6][C:5]([CH3:7])=[C:4]([C:8]2[N:12]3[N:13]=[C:14]([CH3:22])[CH:15]=[C:16]([CH:17]([CH2:20][CH3:21])[CH2:18][CH3:19])[C:11]3=[N:10][C:9]=2[CH3:23])[CH:3]=1.[I-].[C:25]1([Zn+])[CH:30]=[CH:29][CH:28]=[CH:27][CH:26]=1.C1COCC1. The catalyst is C1C=CC(P(C2C=CC=CC=2)[C-]2C=CC=C2)=CC=1.C1C=CC(P(C2C=CC=CC=2)[C-]2C=CC=C2)=CC=1.Cl[Pd]Cl.[Fe+2]. The yield is 0.410. The product is [CH2:18]([CH:17]([C:16]1[C:11]2[N:12]([C:8]([C:4]3[CH:3]=[C:2]([C:25]4[CH:30]=[CH:29][CH:28]=[CH:27][CH:26]=4)[S:6][C:5]=3[CH3:7])=[C:9]([CH3:23])[N:10]=2)[N:13]=[C:14]([CH3:22])[CH:15]=1)[CH2:20][CH3:21])[CH3:19]. (6) The reactants are [NH2:1][C:2]1[CH:3]=[C:4]([C:13]([O:15][CH2:16][CH3:17])=[O:14])[C:5]2[O:9][C:8]([CH3:11])([CH3:10])[CH2:7][C:6]=2[CH:12]=1.C(OCC)(OCC)OCC.[N-:28]=[N+:29]=[N-:30].[Na+].[C:32](O)(=O)C. The catalyst is O. The product is [CH3:10][C:8]1([CH3:11])[CH2:7][C:6]2[CH:12]=[C:2]([N:1]3[CH:32]=[N:30][N:29]=[N:28]3)[CH:3]=[C:4]([C:13]([O:15][CH2:16][CH3:17])=[O:14])[C:5]=2[O:9]1. The yield is 0.500.